This data is from Reaction yield outcomes from USPTO patents with 853,638 reactions. The task is: Predict the reaction yield, written as a fraction of the theoretical maximum amount of product (1.0 means a 100% yield; for example, 0.34 means a 34% yield). (1) The reactants are [CH3:1][C:2]1([CH3:15])[O:6][C@H:5]([C:7](Cl)=[N:8]OS(C)(=O)=O)[CH2:4][O:3]1.[S-:16][C:17]#[N:18].[Na+].N1C=CC=CC=1.[CH3:26][C:27]1[C:32]([O:33][C:34]2[C:35]([NH2:47])=[N:36][CH:37]=[C:38]([S:40][C:41]3[CH:46]=[CH:45][CH:44]=[CH:43][N:42]=3)[CH:39]=2)=[CH:31][CH:30]=[CH:29][N:28]=1. The catalyst is O.C(OCC)(=O)C. The product is [CH3:15][C:2]1([CH3:1])[O:6][C@H:5]([C:7]2[N:18]=[C:17]([NH:47][C:35]3[C:34]([O:33][C:32]4[C:27]([CH3:26])=[N:28][CH:29]=[CH:30][CH:31]=4)=[CH:39][C:38]([S:40][C:41]4[CH:46]=[CH:45][CH:44]=[CH:43][N:42]=4)=[CH:37][N:36]=3)[S:16][N:8]=2)[CH2:4][O:3]1. The yield is 0.750. (2) The reactants are [F:1][C:2]1[CH:7]=[C:6](I)[CH:5]=[CH:4][C:3]=1[N:9]1[CH:14]=[C:13]([O:15][CH3:16])[C:12](=[O:17])[C:11]([C:18]2[N:22]([C:23]3[CH:28]=[CH:27][CH:26]=[CH:25][CH:24]=3)[N:21]=[CH:20][CH:19]=2)=[N:10]1.Cl.[F:30][C:31]1([F:38])[C:35]([F:37])([F:36])[CH2:34][NH:33][CH2:32]1.CC1(C)C2C(=C(P(C3C=CC=CC=3)C3C=CC=CC=3)C=CC=2)OC2C(P(C3C=CC=CC=3)C3C=CC=CC=3)=CC=CC1=2.CC([O-])(C)C.[Na+]. The catalyst is O1CCOCC1.C1C=CC(/C=C/C(/C=C/C2C=CC=CC=2)=O)=CC=1.C1C=CC(/C=C/C(/C=C/C2C=CC=CC=2)=O)=CC=1.C1C=CC(/C=C/C(/C=C/C2C=CC=CC=2)=O)=CC=1.[Pd].[Pd].O. The product is [F:1][C:2]1[CH:7]=[C:6]([N:33]2[CH2:34][C:35]([F:37])([F:36])[C:31]([F:38])([F:30])[CH2:32]2)[CH:5]=[CH:4][C:3]=1[N:9]1[CH:14]=[C:13]([O:15][CH3:16])[C:12](=[O:17])[C:11]([C:18]2[N:22]([C:23]3[CH:28]=[CH:27][CH:26]=[CH:25][CH:24]=3)[N:21]=[CH:20][CH:19]=2)=[N:10]1. The yield is 0.730. (3) The reactants are C[O:2][C:3]1[CH:8]=[CH:7][C:6]([CH2:9][C:10]2[CH:15]=[CH:14][C:13]([I:16])=[CH:12][CH:11]=2)=[CH:5][CH:4]=1.B(Br)(Br)Br. The catalyst is C(Cl)Cl. The product is [I:16][C:13]1[CH:12]=[CH:11][C:10]([CH2:9][C:6]2[CH:7]=[CH:8][C:3]([OH:2])=[CH:4][CH:5]=2)=[CH:15][CH:14]=1. The yield is 0.920. (4) The reactants are [CH3:1][CH:2]([C:4]1[CH:10]=[CH:9][CH:8]=[CH:7][C:5]=1[NH2:6])[CH3:3].P(=O)(O)(O)O.[N+]([O-])(O)=O.[N:20]([O-])=O.[Na+].C([O-])(=O)C.[K+].[C:29]([CH2:32][C:33](=[O:35])[CH3:34])(=[O:31])[CH3:30]. The catalyst is O.C(O)C. The product is [CH3:1][CH:2]([C:4]1[CH:10]=[CH:9][CH:8]=[CH:7][C:5]=1[NH:6][N:20]=[C:32]([C:33](=[O:35])[CH3:34])[C:29](=[O:31])[CH3:30])[CH3:3]. The yield is 0.270. (5) The reactants are I[C:2]1[C:6]([C:7]([O:9][CH2:10][CH3:11])=[O:8])=[CH:5][N:4]([CH2:12][O:13][CH2:14][CH2:15][Si:16]([CH3:19])([CH3:18])[CH3:17])[N:3]=1.C([Sn](CCCC)(CCCC)[C:25]1[S:26][C:27]2[CH:33]=[CH:32][CH:31]=[CH:30][C:28]=2[N:29]=1)CCC. The catalyst is O1CCOCC1.CN(C=O)C.C1C=CC([P]([Pd]([P](C2C=CC=CC=2)(C2C=CC=CC=2)C2C=CC=CC=2)([P](C2C=CC=CC=2)(C2C=CC=CC=2)C2C=CC=CC=2)[P](C2C=CC=CC=2)(C2C=CC=CC=2)C2C=CC=CC=2)(C2C=CC=CC=2)C2C=CC=CC=2)=CC=1.[Cu]I. The product is [S:26]1[C:27]2[CH:33]=[CH:32][CH:31]=[CH:30][C:28]=2[N:29]=[C:25]1[C:2]1[C:6]([C:7]([O:9][CH2:10][CH3:11])=[O:8])=[CH:5][N:4]([CH2:12][O:13][CH2:14][CH2:15][Si:16]([CH3:19])([CH3:18])[CH3:17])[N:3]=1. The yield is 0.410. (6) The reactants are C(OC([CH2:8][NH:9][CH2:10][C:11]1[S:15][CH:14]=[C:13]([C:16]2[CH:21]=[CH:20][C:19]([CH2:22][C@H:23]([O:28][CH2:29][CH3:30])[C:24]([O:26][CH3:27])=[O:25])=[CH:18][CH:17]=2)[CH:12]=1)=O)(C)(C)C.O. The catalyst is ClCCl.FC(F)(F)C(O)=O. The product is [CH2:29]([O:28][C@@H:23]([CH2:22][C:19]1[CH:20]=[CH:21][C:16]([C:13]2[CH:12]=[C:11]([CH2:10][NH:9][CH3:8])[S:15][CH:14]=2)=[CH:17][CH:18]=1)[C:24]([O:26][CH3:27])=[O:25])[CH3:30]. The yield is 0.840. (7) The reactants are C(=O)([O-])[O-].[K+].[K+].C([O:10][CH2:11][CH2:12][NH:13][C:14](=[O:42])[C@@H:15]([NH:28][C:29](=[O:41])[C:30]1[CH:35]=[CH:34][C:33]([O:36][CH2:37][CH:38]2[CH2:40][CH2:39]2)=[CH:32][CH:31]=1)[CH2:16][C:17]1[CH:22]=[CH:21][C:20]([O:23][C:24]([F:27])([F:26])[F:25])=[CH:19][CH:18]=1)(=O)C. The catalyst is CO. The product is [CH:38]1([CH2:37][O:36][C:33]2[CH:34]=[CH:35][C:30]([C:29]([NH:28][C@@H:15]([CH2:16][C:17]3[CH:18]=[CH:19][C:20]([O:23][C:24]([F:27])([F:26])[F:25])=[CH:21][CH:22]=3)[C:14]([NH:13][CH2:12][CH2:11][OH:10])=[O:42])=[O:41])=[CH:31][CH:32]=2)[CH2:40][CH2:39]1. The yield is 0.540. (8) The reactants are [CH3:1][S:2][CH2:3][C@@H:4]1[NH:9][CH2:8][C@H:7]([C:10]2[CH:15]=[CH:14][CH:13]=[CH:12][CH:11]=2)[NH:6][C:5]1=[O:16].[F:17][C:18]1[CH:23]=[CH:22][C:21]([C:24]2[O:28][N:27]=[C:26]([C:29](O)=[O:30])[CH:25]=2)=[CH:20][CH:19]=1.C([C@@H]1N(C(=O)/C=C/C2C=CC=CC=2)C[C@H](CC(C)C)NC1=O)C(C)C. No catalyst specified. The product is [F:17][C:18]1[CH:19]=[CH:20][C:21]([C:24]2[O:28][N:27]=[C:26]([C:29]([N:9]3[CH2:8][C@H:7]([C:10]4[CH:11]=[CH:12][CH:13]=[CH:14][CH:15]=4)[NH:6][C:5](=[O:16])[C@@H:4]3[CH2:3][S:2][CH3:1])=[O:30])[CH:25]=2)=[CH:22][CH:23]=1. The yield is 0.444. (9) The reactants are [CH2:1]([O:3][C:4]([C:6]1[C:11](=[O:12])[NH:10][C:9]2[N:13]([CH:16]([CH3:18])[CH3:17])[N:14]=[CH:15][C:8]=2[C:7]=1[N:19]1[CH2:24][CH2:23][O:22][CH2:21][CH2:20]1)=[O:5])[CH3:2].C(C1C=C(C)C=C(C(C)(C)C)N=1)(C)(C)C.[O:40](S(C(F)(F)F)(=O)=O)[S:41]([C:44]([F:47])([F:46])[F:45])(=O)=[O:42].C([O-])(O)=O.[Na+]. The catalyst is C(Cl)Cl. The product is [CH2:1]([O:3][C:4]([C:6]1[C:7]([N:19]2[CH2:24][CH2:23][O:22][CH2:21][CH2:20]2)=[C:8]2[CH:15]=[N:14][N:13]([CH:16]([CH3:18])[CH3:17])[C:9]2=[N:10][C:11]=1[O:12][S:41]([C:44]([F:47])([F:46])[F:45])(=[O:42])=[O:40])=[O:5])[CH3:2]. The yield is 1.00.